From a dataset of Catalyst prediction with 721,799 reactions and 888 catalyst types from USPTO. Predict which catalyst facilitates the given reaction. (1) Reactant: [F:1][C:2]1[CH:3]=[C:4]([S:11](Cl)(=[O:13])=[O:12])[CH:5]=[C:6]([N+:8]([O-:10])=[O:9])[CH:7]=1.[C:15]([NH2:19])([CH3:18])([CH3:17])[CH3:16]. Product: [C:15]([NH:19][S:11]([C:4]1[CH:5]=[C:6]([N+:8]([O-:10])=[O:9])[CH:7]=[C:2]([F:1])[CH:3]=1)(=[O:13])=[O:12])([CH3:18])([CH3:17])[CH3:16]. The catalyst class is: 12. (2) Reactant: CC([O-])(C)C.[K+].[F:7][C:8]([F:17])([F:16])[C:9]1[CH:10]=[C:11]([SH:15])[CH:12]=[CH:13][CH:14]=1.F[C:19]1[CH:26]=[CH:25][C:22]([C:23]#[N:24])=[CH:21][CH:20]=1. Product: [F:17][C:8]([F:7])([F:16])[C:9]1[CH:10]=[C:11]([S:15][C:19]2[CH:26]=[CH:25][C:22]([C:23]#[N:24])=[CH:21][CH:20]=2)[CH:12]=[CH:13][CH:14]=1. The catalyst class is: 31. (3) Reactant: [CH2:1]([NH2:5])[CH2:2][CH:3]=[CH2:4].[C:6]1(=[O:12])[O:11][C:9](=[O:10])[CH2:8][CH2:7]1.[OH-].[Na+]. Product: [CH2:1]([NH:5][C:6](=[O:12])[CH2:7][CH2:8][C:9]([OH:11])=[O:10])[CH2:2][CH:3]=[CH2:4]. The catalyst class is: 2. (4) Reactant: [CH:1]([C:3]1[CH:8]=[C:7]([O:9][C:10]([F:13])([F:12])[F:11])[CH:6]=[CH:5][C:4]=1[NH:14][C:15](=[O:21])[O:16][C:17]([CH3:20])([CH3:19])[CH3:18])=[O:2].[BH4-].[Na+]. Product: [OH:2][CH2:1][C:3]1[CH:8]=[C:7]([O:9][C:10]([F:13])([F:12])[F:11])[CH:6]=[CH:5][C:4]=1[NH:14][C:15](=[O:21])[O:16][C:17]([CH3:19])([CH3:18])[CH3:20]. The catalyst class is: 5. (5) Reactant: CC(OI1(OC(C)=O)(OC(C)=O)OC(=O)C2C=CC=CC1=2)=O.[O:23]=[C:24]1[C@H:30]([NH:31][C:32]([N:34]2[CH2:39][CH2:38][CH:37]([NH:40][C:41]([NH:43][C@H:44]([C:47]([O:49][CH3:50])=[O:48])[CH2:45]O)=[O:42])[CH2:36][CH2:35]2)=[O:33])[N:29]=[C:28]([C:51]2[CH:56]=[CH:55][CH:54]=[CH:53][CH:52]=2)[C:27]2[CH:57]=[CH:58][CH:59]=[CH:60][C:26]=2[N:25]1[CH2:61][C:62]([F:65])([F:64])[F:63]. Product: [O:42]=[C:41]1[NH:43][C:44]([C:47]([O:49][CH3:50])=[O:48])=[CH:45][N:40]1[CH:37]1[CH2:38][CH2:39][N:34]([C:32]([NH:31][C@@H:30]2[N:29]=[C:28]([C:51]3[CH:56]=[CH:55][CH:54]=[CH:53][CH:52]=3)[C:27]3[CH:57]=[CH:58][CH:59]=[CH:60][C:26]=3[N:25]([CH2:61][C:62]([F:65])([F:64])[F:63])[C:24]2=[O:23])=[O:33])[CH2:35][CH2:36]1. The catalyst class is: 4. (6) Reactant: C[CH:2]([OH:11])[CH2:3][CH2:4][CH2:5][C:6]([CH3:10])=[C:7]([F:9])[F:8].[CH3:12][S:13](Cl)(=[O:15])=[O:14].C(N(CC)CC)C. Product: [CH3:12][S:13]([O:11][CH2:2][CH2:3][CH2:4][CH2:5][C:6]([CH3:10])=[C:7]([F:9])[F:8])(=[O:15])=[O:14]. The catalyst class is: 7.